The task is: Regression. Given two drug SMILES strings and cell line genomic features, predict the synergy score measuring deviation from expected non-interaction effect.. This data is from NCI-60 drug combinations with 297,098 pairs across 59 cell lines. Drug 1: CCCS(=O)(=O)NC1=C(C(=C(C=C1)F)C(=O)C2=CNC3=C2C=C(C=N3)C4=CC=C(C=C4)Cl)F. Drug 2: C1CCC(C(C1)N)N.C(=O)(C(=O)[O-])[O-].[Pt+4]. Cell line: NCI-H460. Synergy scores: CSS=-0.420, Synergy_ZIP=-0.133, Synergy_Bliss=-0.0435, Synergy_Loewe=-5.13, Synergy_HSA=-1.95.